From a dataset of Full USPTO retrosynthesis dataset with 1.9M reactions from patents (1976-2016). Predict the reactants needed to synthesize the given product. (1) Given the product [CH:1]1([C:12]2[C:11]3[C:10](=[CH:17][CH:16]=[CH:15][CH:14]=3)[NH:9][C:19](=[O:20])[N:13]=2)[CH2:6][CH2:5][CH2:4][CH2:3][CH2:2]1, predict the reactants needed to synthesize it. The reactants are: [CH:1]1([Mg]Cl)[CH2:6][CH2:5][CH2:4][CH2:3][CH2:2]1.[NH2:9][C:10]1[CH:17]=[CH:16][CH:15]=[CH:14][C:11]=1[C:12]#[N:13].Cl[C:19](OC)=[O:20]. (2) Given the product [CH2:4]([O:5][C:6]1[CH:7]=[CH:8][C:9]([C:12]([OH:14])=[O:13])=[N:10][CH:11]=1)[CH2:1][CH:2]=[CH2:3], predict the reactants needed to synthesize it. The reactants are: [CH:1]1([CH2:4][O:5][C:6]2[CH:7]=[CH:8][C:9]([C:12]([OH:14])=[O:13])=[N:10][CH:11]=2)[CH2:3][CH2:2]1.COC(C1C=CC(O)=CN=1)=O.BrCCC=C.COC(C1C=CC(OCCC=C)=CN=1)=O. (3) Given the product [C:1]1([OH:20])[CH:2]=[CH:3][CH:4]=[CH:5][CH:6]=1.[C:1]([O-:20])(=[O:19])[CH2:2][CH2:3][CH2:4][CH2:5][CH2:6][CH2:7][CH2:8]/[CH:9]=[CH:10]\[CH2:11][CH2:12][CH2:13][CH2:14][CH2:15][CH2:16][CH2:17][CH3:18].[Sr+2:62].[C:1]([O-:20])(=[O:19])[CH2:2][CH2:3][CH2:4][CH2:5][CH2:6][CH2:7][CH2:8]/[CH:9]=[CH:10]\[CH2:11][CH2:12][CH2:13][CH2:14][CH2:15][CH2:16][CH2:17][CH3:18].[C:1](=[O:19])([O-:31])[O-:20], predict the reactants needed to synthesize it. The reactants are: [C:1]([OH:20])(=[O:19])[CH2:2][CH2:3][CH2:4][CH2:5][CH2:6][CH2:7][CH2:8]/[CH:9]=[CH:10]\[CH2:11][CH2:12][CH2:13][CH2:14][CH2:15][CH2:16][CH2:17][CH3:18].C([OH:31])CCCCCCC(C)C.CCCCOCCOCCO.C(O)COCCOCCO.O.O.O.O.O.O.O.O.[OH-].[Sr+2:62].[OH-]. (4) Given the product [Cl:1][C:2]1[N:7]=[CH:6][C:5]([S:8]([N:11]([CH2:12][C:13](=[O:24])[C:25]#[C:26][CH3:27])[CH2:16][CH2:15][NH:14][C:17](=[O:18])[O:19][C:20]([CH3:21])([CH3:22])[CH3:23])(=[O:9])=[O:10])=[CH:4][CH:3]=1, predict the reactants needed to synthesize it. The reactants are: [Cl:1][C:2]1[N:7]=[CH:6][C:5]([S:8]([N:11]2[CH2:16][CH2:15][N:14]([C:17]([O:19][C:20]([CH3:23])([CH3:22])[CH3:21])=[O:18])[C:13](=[O:24])[CH2:12]2)(=[O:10])=[O:9])=[CH:4][CH:3]=1.[C:25]([Mg]Br)#[C:26][CH3:27]. (5) Given the product [C:12]([O:11][C:9]([NH:26][S:23]([C:20]1[CH:19]=[CH:18][C:17]([I:16])=[CH:22][CH:21]=1)(=[O:25])=[O:24])=[O:10])([CH3:13])([CH3:14])[CH3:15], predict the reactants needed to synthesize it. The reactants are: [C:9](O[C:9]([O:11][C:12]([CH3:15])([CH3:14])[CH3:13])=[O:10])([O:11][C:12]([CH3:15])([CH3:14])[CH3:13])=[O:10].[I:16][C:17]1[CH:22]=[CH:21][C:20]([S:23]([NH2:26])(=[O:25])=[O:24])=[CH:19][CH:18]=1.C(N(CC)CC)C. (6) Given the product [C:8]([C:6]1[CH:5]=[C:4]([NH:12][S:13]([CH3:16])(=[O:15])=[O:14])[C:3]([O:17][CH3:18])=[C:2]([NH:1][C:21](=[O:20])[C:22]2[CH:27]=[CH:26][C:25]([CH3:28])=[C:24]([N:29]3[CH:33]=[C:32]([C:34]4[CH:35]=[N:36][N:37]([C:41]5[CH:46]=[CH:45][CH:44]=[CH:43][CH:42]=5)[C:38]=4[CH2:39][CH3:40])[N:31]=[CH:30]3)[CH:23]=2)[CH:7]=1)([CH3:10])([CH3:11])[CH3:9], predict the reactants needed to synthesize it. The reactants are: [NH2:1][C:2]1[C:3]([O:17][CH3:18])=[C:4]([NH:12][S:13]([CH3:16])(=[O:15])=[O:14])[CH:5]=[C:6]([C:8]([CH3:11])([CH3:10])[CH3:9])[CH:7]=1.C[O:20][C:21](=O)[C:22]1[CH:27]=[CH:26][C:25]([CH3:28])=[C:24]([N:29]2[CH:33]=[C:32]([C:34]3[CH:35]=[N:36][N:37]([C:41]4[CH:46]=[CH:45][CH:44]=[CH:43][CH:42]=4)[C:38]=3[CH2:39][CH3:40])[N:31]=[CH:30]2)[CH:23]=1. (7) Given the product [C:34]([C:38]1[CH:39]=[CH:40][C:41]([C:42]([NH:1][C:2]2([C:5]3[CH:10]=[CH:9][C:8]([C:11]4[CH:16]=[CH:15][N:14]=[C:13]5[NH:17][C:18]([C:20]6[CH:21]=[CH:22][C:23]([N:26]([CH3:28])[CH3:27])=[CH:24][N:25]=6)=[N:19][C:12]=45)=[CH:7][CH:6]=3)[CH2:4][CH2:3]2)=[O:43])=[CH:45][CH:46]=1)([CH3:37])([CH3:35])[CH3:36], predict the reactants needed to synthesize it. The reactants are: [NH2:1][C:2]1([C:5]2[CH:10]=[CH:9][C:8]([C:11]3[CH:16]=[CH:15][N:14]=[C:13]4[NH:17][C:18]([C:20]5[N:25]=[CH:24][C:23]([N:26]([CH3:28])[CH3:27])=[CH:22][CH:21]=5)=[N:19][C:12]=34)=[CH:7][CH:6]=2)[CH2:4][CH2:3]1.C(=O)(O)[O-].[Na+].[C:34]([C:38]1[CH:46]=[CH:45][C:41]([C:42](Cl)=[O:43])=[CH:40][CH:39]=1)([CH3:37])([CH3:36])[CH3:35]. (8) Given the product [Br:1][C:2]1[C:10]2[N:9]=[N:8][N:7]([CH2:11][C:12]([CH3:15])([CH3:14])[CH3:13])[C:6]=2[CH:5]=[CH:4][C:3]=1[O:16][C:17]1[C:22]([CH:23]([OH:25])[CH3:24])=[CH:21][CH:20]=[CH:19][N:18]=1, predict the reactants needed to synthesize it. The reactants are: [Br:1][C:2]1[C:10]2[N:9]=[N:8][N:7]([CH2:11][C:12]([CH3:15])([CH3:14])[CH3:13])[C:6]=2[CH:5]=[CH:4][C:3]=1[O:16][C:17]1[C:22]([C:23](=[O:25])[CH3:24])=[CH:21][CH:20]=[CH:19][N:18]=1.[BH4-].[Na+]. (9) Given the product [CH3:18][C:19]1[CH:25]=[CH:24][C:23]([N+:26]([O-:28])=[O:27])=[CH:22][C:20]=1[NH:21][C:2]1[CH:7]=[C:6]([C:8]([F:11])([F:10])[F:9])[N:5]=[C:4]([C:12]2[CH:17]=[CH:16][N:15]=[CH:14][CH:13]=2)[N:3]=1, predict the reactants needed to synthesize it. The reactants are: Cl[C:2]1[CH:7]=[C:6]([C:8]([F:11])([F:10])[F:9])[N:5]=[C:4]([C:12]2[CH:17]=[CH:16][N:15]=[CH:14][CH:13]=2)[N:3]=1.[CH3:18][C:19]1[CH:25]=[CH:24][C:23]([N+:26]([O-:28])=[O:27])=[CH:22][C:20]=1[NH2:21].Cl.[OH-].[Na+].